The task is: Binary Classification. Given a miRNA mature sequence and a target amino acid sequence, predict their likelihood of interaction.. This data is from Experimentally validated miRNA-target interactions with 360,000+ pairs, plus equal number of negative samples. (1) The miRNA is hsa-miR-450b-3p with sequence UUGGGAUCAUUUUGCAUCCAUA. The protein sequence of the target gene is MAAAWGSSLTAATQRAVTPWPRGRLLTASLGPQARREASSSSPEAGEGQIRLTDSCVQRLLEITEGSEFLRLQVEGGGCSGFQYKFSLDTVINPDDRVFEQGGARVVVDSDSLAFVKGAQVDFSQELIRSSFQVLNNPQAQQGCSCGSSFSIKL. Result: 1 (interaction). (2) The miRNA is hsa-miR-5690 with sequence UCAGCUACUACCUCUAUUAGG. The protein sequence of the target gene is MKKTLQDEIEAILRKRIMVLDGGMGTMIQRYKLSEEHFQGQEFKDHSRPLKGNNDILSITQPDIIYQIHKEYLLAGADIIETNTFSSTSIAQADYGLEHLAYRMNKCSADVARKAAEEITLQTGVKRFVAGALGPTNKTLSVSPSVERPDYRNITFDELVDAYQEQAKGLLDGRVDILLIETIFDTANAKAALFAIQNLFEENYAPPRPIFISGTIVDKSGRTLSGQTGEAFVTSVSHSDPLCIGLNCSLGAAEMRPFIETIGKCTTAYVLCYPNAGLPNTFGDYDETPSTMATHLKDFA.... Result: 0 (no interaction). (3) The miRNA is hsa-miR-4759 with sequence UAGGACUAGAUGUUGGAAUUA. The protein sequence of the target gene is MAARSPSSSPPPPPVRRSSRRSLRVGRGAEVHAVRSEASGLAGAAREVVADKSDLLWRGEEGSGGRRGSGRAGAAVAPVASAPAGSWWPEGLSSEEAKATRSQLLEEELSSLKEELALCQADKEFVWSLWRRLQATNPDLTQTVSLVVEREKQKSEAKDRKVLEILQVKDSKIQELEQTESVLKQELHDLVKLKTLVDEENAFLRKELCDLQKKFKDKSQEVKDAKECVQSKEEQNRLVIKNLEEENERLRTRCTDLLNDLEKLRNQEAHWRKEKHSVDTRVKVLEENLIEAKKEIESAQ.... Result: 0 (no interaction). (4) The miRNA is hsa-miR-1244 with sequence AAGUAGUUGGUUUGUAUGAGAUGGUU. The protein sequence of the target gene is MRRPPGNGEAASEGPGGWGLWGVQESRRLCCAGHDRCKQALLQIGINMMALPGGRHLDSVTLPGQRLHLMQVDSVQRWMEDLKLMTECECMCVLQAKPISLEEDAQGDLILAGGPGPGDPLQLLLKRGWVISTELRRIGQKLAQDRWARVHSMSVRLTCHARSMVSEYSAVSRNSLKEMGEIEKLLMEKCSELSAVTERCLQVENEHVLKSMKACVSETLSMLGQHFGQLLELALTREVQALVRKIDASDNIYTTESTTGNLFSLTQEGAPLCRIIAKEGGVVALFKVCRQDSFRCLYPQ.... Result: 0 (no interaction). (5) The miRNA is hsa-miR-4298 with sequence CUGGGACAGGAGGAGGAGGCAG. The protein sequence of the target gene is MKQESAAPNTPPTSQSPTPSAQFPRNDGDPQALWIFGYGSLVWRPDFAYSDSRVGFVRGYSRRFWQGDTFHRGSDKMPGRVVTLLEDHEGCTWGVAYQVQGEQVSKALKYLNVREAVLGGYDTKEVTFYPQDAPDQPLKALAYVATPQNPGYLGPAPEEAIATQILACRGFSGHNLEYLLRLADFMQLCGPQAQDEHLAAIVDAVGTMLPCFCPTEQALALV. Result: 1 (interaction).